From a dataset of Full USPTO retrosynthesis dataset with 1.9M reactions from patents (1976-2016). Predict the reactants needed to synthesize the given product. Given the product [CH3:23][N:24]([CH:25]1[C:34]2[C:29](=[CH:30][CH:31]=[CH:32][CH:33]=2)[CH2:28][CH2:27][CH2:26]1)[C:20]([C:18]1[N:19]=[C:14]([CH:11]2[CH2:12][CH2:13][N:8]([C:6]([O:5][C:1]([CH3:4])([CH3:3])[CH3:2])=[O:7])[CH2:9][CH2:10]2)[CH:15]=[CH:16][CH:17]=1)=[O:21], predict the reactants needed to synthesize it. The reactants are: [C:1]([O:5][C:6]([N:8]1[CH2:13][CH2:12][CH:11]([C:14]2[N:19]=[C:18]([C:20](O)=[O:21])[CH:17]=[CH:16][CH:15]=2)[CH2:10][CH2:9]1)=[O:7])([CH3:4])([CH3:3])[CH3:2].[CH3:23][NH:24][CH:25]1[C:34]2[C:29](=[CH:30][CH:31]=[CH:32][CH:33]=2)[CH2:28][CH2:27][CH2:26]1.C(N=C=NCCCN(C)C)C.O.